This data is from Catalyst prediction with 721,799 reactions and 888 catalyst types from USPTO. The task is: Predict which catalyst facilitates the given reaction. (1) Reactant: [F:1][C:2]1([F:14])[O:6][C:5]2[CH:7]=[CH:8][C:9](B(O)O)=[CH:10][C:4]=2[O:3]1.[OH:15]O. Product: [F:1][C:2]1([F:14])[O:6][C:5]2[CH:7]=[CH:8][C:9]([OH:15])=[CH:10][C:4]=2[O:3]1. The catalyst class is: 7. (2) Reactant: [Br:1][C:2]1[CH:10]=[CH:9][C:5]([C:6]([Cl:8])=[O:7])=[CH:4][CH:3]=1.[CH3:11][N:12]1[CH2:17][CH2:16][CH:15]([O:18][C:19]2[CH:20]=[C:21]([CH:24]=[CH:25][CH:26]=2)[CH2:22][NH2:23])[CH2:14][CH2:13]1. Product: [ClH:8].[Br:1][C:2]1[CH:10]=[CH:9][C:5]([C:6]([NH:23][CH2:22][C:21]2[CH:24]=[CH:25][CH:26]=[C:19]([O:18][CH:15]3[CH2:16][CH2:17][N:12]([CH3:11])[CH2:13][CH2:14]3)[CH:20]=2)=[O:7])=[CH:4][CH:3]=1. The catalyst class is: 10. (3) Reactant: [F:1][C:2]1[CH:3]=[CH:4][CH:5]=[C:6]2[C:11]=1[N:10]=[C:9]([N:12]1[CH2:17][CH2:16][N:15]([C:18]3[CH:23]=[CH:22][CH:21]=[C:20]([O:24][CH3:25])[CH:19]=3)[CH2:14][CH2:13]1)[N:8]([C:26]1[CH:31]=[C:30]([C:32]([F:35])([F:34])[F:33])[CH:29]=[CH:28][C:27]=1[O:36][CH3:37])[CH:7]2[CH2:38][C:39]([O:41]C)=[O:40].[OH-].[Na+]. Product: [F:1][C:2]1[CH:3]=[CH:4][CH:5]=[C:6]2[C:11]=1[N:10]=[C:9]([N:12]1[CH2:13][CH2:14][N:15]([C:18]3[CH:23]=[CH:22][CH:21]=[C:20]([O:24][CH3:25])[CH:19]=3)[CH2:16][CH2:17]1)[N:8]([C:26]1[CH:31]=[C:30]([C:32]([F:35])([F:34])[F:33])[CH:29]=[CH:28][C:27]=1[O:36][CH3:37])[CH:7]2[CH2:38][C:39]([OH:41])=[O:40]. The catalyst class is: 12.